The task is: Regression. Given two drug SMILES strings and cell line genomic features, predict the synergy score measuring deviation from expected non-interaction effect.. This data is from NCI-60 drug combinations with 297,098 pairs across 59 cell lines. Drug 2: C1C(C(OC1N2C=NC(=NC2=O)N)CO)O. Drug 1: C1=NNC2=C1C(=O)NC=N2. Synergy scores: CSS=16.7, Synergy_ZIP=-0.835, Synergy_Bliss=-3.31, Synergy_Loewe=-20.4, Synergy_HSA=-3.03. Cell line: COLO 205.